Regression. Given two drug SMILES strings and cell line genomic features, predict the synergy score measuring deviation from expected non-interaction effect. From a dataset of NCI-60 drug combinations with 297,098 pairs across 59 cell lines. (1) Drug 1: CCC1=C2CN3C(=CC4=C(C3=O)COC(=O)C4(CC)O)C2=NC5=C1C=C(C=C5)O. Drug 2: B(C(CC(C)C)NC(=O)C(CC1=CC=CC=C1)NC(=O)C2=NC=CN=C2)(O)O. Cell line: MDA-MB-435. Synergy scores: CSS=66.3, Synergy_ZIP=0.197, Synergy_Bliss=1.63, Synergy_Loewe=-10.0, Synergy_HSA=1.32. (2) Drug 1: N.N.Cl[Pt+2]Cl. Drug 2: CC1C(C(CC(O1)OC2CC(CC3=C2C(=C4C(=C3O)C(=O)C5=C(C4=O)C(=CC=C5)OC)O)(C(=O)CO)O)N)O.Cl. Cell line: NCIH23. Synergy scores: CSS=42.7, Synergy_ZIP=0.732, Synergy_Bliss=1.25, Synergy_Loewe=-32.2, Synergy_HSA=0.989. (3) Drug 1: C1=C(C(=O)NC(=O)N1)N(CCCl)CCCl. Drug 2: C1C(C(OC1N2C=NC3=C(N=C(N=C32)Cl)N)CO)O. Cell line: SK-MEL-5. Synergy scores: CSS=10.1, Synergy_ZIP=-4.94, Synergy_Bliss=-0.520, Synergy_Loewe=-1.68, Synergy_HSA=-1.22. (4) Drug 1: CCC(=C(C1=CC=CC=C1)C2=CC=C(C=C2)OCCN(C)C)C3=CC=CC=C3.C(C(=O)O)C(CC(=O)O)(C(=O)O)O. Drug 2: C1CCC(C(C1)N)N.C(=O)(C(=O)[O-])[O-].[Pt+4]. Cell line: SNB-19. Synergy scores: CSS=11.4, Synergy_ZIP=-5.73, Synergy_Bliss=0.000880, Synergy_Loewe=-9.95, Synergy_HSA=0.548. (5) Synergy scores: CSS=75.2, Synergy_ZIP=3.41, Synergy_Bliss=4.67, Synergy_Loewe=-31.7, Synergy_HSA=4.09. Cell line: MOLT-4. Drug 1: CCC(=C(C1=CC=CC=C1)C2=CC=C(C=C2)OCCN(C)C)C3=CC=CC=C3.C(C(=O)O)C(CC(=O)O)(C(=O)O)O. Drug 2: CC1CCCC2(C(O2)CC(NC(=O)CC(C(C(=O)C(C1O)C)(C)C)O)C(=CC3=CSC(=N3)C)C)C.